This data is from Reaction yield outcomes from USPTO patents with 853,638 reactions. The task is: Predict the reaction yield, written as a fraction of the theoretical maximum amount of product (1.0 means a 100% yield; for example, 0.34 means a 34% yield). The reactants are [OH-].[Na+].[N+:3]([CH3:6])([O-:5])=[O:4].[Br:7][CH2:8][CH2:9][CH2:10][O:11][C:12]1[C:13]([B:20]2[O:24][C:23](C)(C)C(C)(C)[O:21]2)=[C:14]([CH:17]=[CH:18][CH:19]=1)C=O.Cl. The catalyst is C1COCC1.O.[Cl-].[Na+].O.CCOC(C)=O. The product is [Br:7][CH2:8][CH2:9][CH2:10][O:11][C:12]1[C:13]2[B:20]([OH:21])[O:24][CH:23]([CH2:6][N+:3]([O-:5])=[O:4])[C:14]=2[CH:17]=[CH:18][CH:19]=1. The yield is 0.780.